From a dataset of Forward reaction prediction with 1.9M reactions from USPTO patents (1976-2016). Predict the product of the given reaction. (1) Given the reactants Cl[C:2]1[N:3]=[C:4]2[CH:18]=[CH:17][CH:16]=[N:15][C:5]2=[N:6][C:7]=1[N:8]1[CH2:13][CH2:12][N:11]([CH3:14])[CH2:10][CH2:9]1.O.[NH2:20][NH2:21], predict the reaction product. The product is: [NH:20]([C:2]1[N:3]=[C:4]2[CH:18]=[CH:17][CH:16]=[N:15][C:5]2=[N:6][C:7]=1[N:8]1[CH2:13][CH2:12][N:11]([CH3:14])[CH2:10][CH2:9]1)[NH2:21]. (2) Given the reactants [CH:1]1([C:4]2[CH:5]=[CH:6][C:7]([N+:27]([O-])=O)=[C:8]([NH:10][CH:11]3[CH2:16][CH2:15][N:14]([C@H:17]4[CH2:22][CH2:21][C@H:20]([O:23][CH2:24][CH2:25][CH3:26])[CH2:19][CH2:18]4)[CH2:13][CH2:12]3)[CH:9]=2)[CH2:3][CH2:2]1.O.NN, predict the reaction product. The product is: [CH:1]1([C:4]2[CH:9]=[C:8]([NH:10][CH:11]3[CH2:12][CH2:13][N:14]([C@H:17]4[CH2:22][CH2:21][C@H:20]([O:23][CH2:24][CH2:25][CH3:26])[CH2:19][CH2:18]4)[CH2:15][CH2:16]3)[C:7]([NH2:27])=[CH:6][CH:5]=2)[CH2:2][CH2:3]1.